From a dataset of Forward reaction prediction with 1.9M reactions from USPTO patents (1976-2016). Predict the product of the given reaction. (1) The product is: [Cl:29][C:30]1[CH:35]=[C:34]([CH3:36])[CH:33]=[CH:32][C:31]=1[NH:37][C:20]([CH2:19][CH:18]([C:5]1[C:4]([CH:1]2[CH2:2][CH2:3]2)=[C:8]([CH:9]2[CH2:10][CH:11]([CH2:13][C:14]([CH3:15])([CH3:17])[CH3:16])[CH2:12]2)[O:7][N:6]=1)[CH2:23][CH2:24][C:25]([O:27][CH3:28])=[O:26])=[O:21]. Given the reactants [CH:1]1([C:4]2[C:5]([CH:18]([CH2:23][CH2:24][C:25]([O:27][CH3:28])=[O:26])[CH2:19][C:20]([O-])=[O:21])=[N:6][O:7][C:8]=2[CH:9]2[CH2:12][CH:11]([CH2:13][C:14]([CH3:17])([CH3:16])[CH3:15])[CH2:10]2)[CH2:3][CH2:2]1.[Cl:29][C:30]1[CH:35]=[C:34]([CH3:36])[CH:33]=[CH:32][C:31]=1[NH2:37].C1C=CC2N(O)N=NC=2C=1.CCN=C=NCCCN(C)C.Cl.C(=O)(O)[O-].[Na+], predict the reaction product. (2) Given the reactants C([O:3][C:4](=[O:29])[CH2:5][CH:6]1[S:10][C:9]([C:11]2[NH:12][C:13]3[C:18]([CH:19]=2)=[CH:17][CH:16]=[CH:15][C:14]=3[NH:20][S:21]([C:24]2[S:25][CH:26]=[CH:27][CH:28]=2)(=[O:23])=[O:22])=[N:8][CH2:7]1)C.[OH-].[K+].Cl, predict the reaction product. The product is: [S:25]1[CH:26]=[CH:27][CH:28]=[C:24]1[S:21]([NH:20][C:14]1[CH:15]=[CH:16][CH:17]=[C:18]2[C:13]=1[NH:12][C:11]([C:9]1[S:10][CH:6]([CH2:5][C:4]([OH:29])=[O:3])[CH2:7][N:8]=1)=[CH:19]2)(=[O:23])=[O:22]. (3) Given the reactants [Br:1][C:2]1[N:6]2[N:7]=[C:8]([Cl:12])[CH:9]=[C:10](Br)[C:5]2=[N:4][CH:3]=1.[CH3:13][C:14]1[CH:19]=[CH:18][N:17]=[CH:16][C:15]=1B(O)O.[O-]P([O-])([O-])=O.[K+].[K+].[K+], predict the reaction product. The product is: [Br:1][C:2]1[N:6]2[N:7]=[C:8]([Cl:12])[CH:9]=[C:10]([C:15]3[CH:16]=[N:17][CH:18]=[CH:19][C:14]=3[CH3:13])[C:5]2=[N:4][CH:3]=1. (4) Given the reactants [CH3:1][O:2][C:3]1[C:8]([C:9]2[CH:14]=[CH:13][N:12]=[CH:11][C:10]=2[NH:15][CH2:16][C:17]([F:20])([F:19])[F:18])=[CH:7][CH:6]=[CH:5][N:4]=1.[CH3:21][S:22]([C:25]1[CH:26]=[C:27]([CH:31]=[C:32]([C:34]([F:37])([F:36])[F:35])[CH:33]=1)[C:28](O)=[O:29])(=[O:24])=[O:23], predict the reaction product. The product is: [CH3:21][S:22]([C:25]1[CH:26]=[C:27]([CH:31]=[C:32]([C:34]([F:35])([F:36])[F:37])[CH:33]=1)[C:28]([N:15]([C:10]1[CH:11]=[N:12][CH:13]=[CH:14][C:9]=1[C:8]1[C:3]([O:2][CH3:1])=[N:4][CH:5]=[CH:6][CH:7]=1)[CH2:16][C:17]([F:18])([F:20])[F:19])=[O:29])(=[O:24])=[O:23].